From a dataset of Full USPTO retrosynthesis dataset with 1.9M reactions from patents (1976-2016). Predict the reactants needed to synthesize the given product. The reactants are: [CH3:1][S:2]([CH3:4])=O.C(OC(=O)C)(=O)C.[CH3:12][C:13]1[CH:14]=[CH:15][CH:16]=[CH:17][C:18]=1[C:19]([NH:21][C:22]1[CH:23]=[CH:24][C:25]([C:29]([N:31]2[C:37]3[CH:38]=[CH:39][C:40]([Cl:42])=[CH:41][C:36]=3[CH:35]([OH:43])[CH2:34][CH2:33][CH2:32]2)=[O:30])=[C:26]([CH3:28])[CH:27]=1)=[O:20].[OH-].[Na+]. Given the product [Cl:42][C:40]1[CH:39]=[CH:38][C:37]2[N:31]([C:29](=[O:30])[C:25]3[CH:24]=[CH:23][C:22]([NH:21][C:19](=[O:20])[C:18]4[CH:17]=[CH:16][CH:15]=[CH:14][C:13]=4[CH3:12])=[CH:27][C:26]=3[CH3:28])[CH2:32][CH2:33][CH2:34][CH:35]([O:43][CH2:1][S:2][CH3:4])[C:36]=2[CH:41]=1, predict the reactants needed to synthesize it.